Dataset: Reaction yield outcomes from USPTO patents with 853,638 reactions. Task: Predict the reaction yield, written as a fraction of the theoretical maximum amount of product (1.0 means a 100% yield; for example, 0.34 means a 34% yield). (1) The reactants are [CH:1]([C:3]1[C:12]2[N:11]([CH3:13])[C:10](=[O:14])[CH:9]=[CH:8][C:7]=2[N:6]=[CH:5][C:4]=1[C:15]([NH2:17])=O)=[CH2:2].C(N(CC)CC)C.FC(F)(F)S(OS(C(F)(F)F)(=O)=O)(=O)=O.O. The catalyst is C(Cl)Cl. The product is [CH:1]([C:3]1[C:12]2[N:11]([CH3:13])[C:10](=[O:14])[CH:9]=[CH:8][C:7]=2[N:6]=[CH:5][C:4]=1[C:15]#[N:17])=[CH2:2]. The yield is 0.590. (2) The reactants are [Br:1][C:2]1[CH:7]=[CH:6][CH:5]=[C:4]([NH:8][C:9]([NH2:11])=[S:10])[N:3]=1.Cl[CH2:13][CH:14]=O. The catalyst is C(O)C.O. The product is [Br:1][C:2]1[N:3]=[C:4]([NH:8][C:9]2[S:10][CH:13]=[CH:14][N:11]=2)[CH:5]=[CH:6][CH:7]=1. The yield is 0.960.